From a dataset of Forward reaction prediction with 1.9M reactions from USPTO patents (1976-2016). Predict the product of the given reaction. (1) Given the reactants [H-].[Na+].[P:3]([O-:11])([O:8][CH2:9][CH3:10])([O:5][CH2:6][CH3:7])=O.[H][H].[C:14](=[S:16])=[S:15].[CH2:17](Cl)[C:18]1[CH:23]=[CH:22][CH:21]=[CH:20][CH:19]=1, predict the reaction product. The product is: [CH2:9]([O:8][P:3]([C:14]([S:16][CH2:17][C:18]1[CH:23]=[CH:22][CH:21]=[CH:20][CH:19]=1)=[S:15])([O:5][CH2:6][CH3:7])=[O:11])[CH3:10]. (2) Given the reactants CC1C(C(O)=O)=CN=C([C:11]2[CH:16]=[CH:15][CH:14]=[CH:13][N:12]=2)N=1.N1(N)C2C(=NC=CC=2)C=C1.[F:27][C:28]1[CH:29]=[C:30]2[C:34](=[CH:35][CH:36]=1)[N:33]([NH:37][C:38]([C:40]1[C:41]([CH3:52])=[N:42][C:43](C3C=CC=CN=3)=[N:44][CH:45]=1)=[O:39])[CH:32]=[CH:31]2, predict the reaction product. The product is: [F:27][C:28]1[CH:29]=[C:30]2[C:34](=[CH:35][CH:36]=1)[N:33]([NH:37][C:38]([C:40]1[C:41]([CH3:52])=[N:42][C:43]([C:16]3[CH:11]=[N:12][CH:13]=[CH:14][CH:15]=3)=[N:44][CH:45]=1)=[O:39])[CH:32]=[CH:31]2. (3) Given the reactants [NH:1]1[C:9]2[C:4](=[CH:5][CH:6]=[C:7]([C:10]([OH:12])=O)[CH:8]=2)[CH:3]=[CH:2]1.CCN=C=NCCCN(C)C.C1C=C2N=NN(O)C2=CC=1.O.[C:35]([O:39][C:40]([N:42]1[CH2:47][CH2:46][NH:45][CH2:44][CH2:43]1)=[O:41])([CH3:38])([CH3:37])[CH3:36], predict the reaction product. The product is: [C:35]([O:39][C:40]([N:42]1[CH2:47][CH2:46][N:45]([C:10]([C:7]2[CH:8]=[C:9]3[C:4]([CH:3]=[CH:2][NH:1]3)=[CH:5][CH:6]=2)=[O:12])[CH2:44][CH2:43]1)=[O:41])([CH3:38])([CH3:36])[CH3:37]. (4) Given the reactants [CH2:1]([O:8][C:9]1[CH:14]=[C:13]([O:15][CH3:16])[CH:12]=[CH:11][C:10]=1[C:17]([C:19]1[CH:20]=[N:21][C:22](Cl)=[CH:23][CH:24]=1)=[O:18])[C:2]1[CH:7]=[CH:6][CH:5]=[CH:4][CH:3]=1.[CH3:26][C:27]1[O:31][C:30]([C:32]2[CH:37]=[CH:36][CH:35]=[CH:34][CH:33]=2)=[N:29][C:28]=1[CH2:38][CH2:39][OH:40].[H-].[Na+].[Cl-].[NH4+], predict the reaction product. The product is: [CH2:1]([O:8][C:9]1[CH:14]=[C:13]([O:15][CH3:16])[CH:12]=[CH:11][C:10]=1[C:17]([C:19]1[CH:20]=[N:21][C:22]([O:40][CH2:39][CH2:38][C:28]2[N:29]=[C:30]([C:32]3[CH:37]=[CH:36][CH:35]=[CH:34][CH:33]=3)[O:31][C:27]=2[CH3:26])=[CH:23][CH:24]=1)=[O:18])[C:2]1[CH:7]=[CH:6][CH:5]=[CH:4][CH:3]=1. (5) Given the reactants [NH2:1][C@@H:2]1[CH2:6][CH2:5][CH2:4][C@:3]1([F:11])[C:7]([O:9][CH3:10])=[O:8].[CH2:12]([O:19][C:20]1[CH:25]=[CH:24][C:23]([S:26](Cl)(=[O:28])=[O:27])=[CH:22][CH:21]=1)[C:13]1[CH:18]=[CH:17][CH:16]=[CH:15][CH:14]=1.C(=O)(O)[O-].[Na+], predict the reaction product. The product is: [CH2:12]([O:19][C:20]1[CH:25]=[CH:24][C:23]([S:26]([NH:1][C@@H:2]2[CH2:6][CH2:5][CH2:4][C@:3]2([F:11])[C:7]([O:9][CH3:10])=[O:8])(=[O:28])=[O:27])=[CH:22][CH:21]=1)[C:13]1[CH:14]=[CH:15][CH:16]=[CH:17][CH:18]=1. (6) Given the reactants [C:1]([CH:3]1[CH2:7][S:6][CH2:5][C:4]1=O)#[N:2].O.[NH2:10][NH2:11], predict the reaction product. The product is: [N:10]1[NH:11][C:1]([NH2:2])=[C:3]2[CH2:7][S:6][CH2:5][C:4]=12. (7) Given the reactants C(=O)([O-])[O-].[K+].[K+].[Cl:7][C:8]1[CH:15]=[CH:14][C:11]([CH2:12]Br)=[CH:10][CH:9]=1.[Br:16][C:17]1[CH:26]=[C:25]2[C:20]([C:21](=[O:32])[C:22]([C:27]([O:29][CH2:30][CH3:31])=[O:28])=[CH:23][NH:24]2)=[CH:19][CH:18]=1, predict the reaction product. The product is: [Br:16][C:17]1[CH:26]=[C:25]2[C:20]([C:21](=[O:32])[C:22]([C:27]([O:29][CH2:30][CH3:31])=[O:28])=[CH:23][N:24]2[CH2:12][C:11]2[CH:14]=[CH:15][C:8]([Cl:7])=[CH:9][CH:10]=2)=[CH:19][CH:18]=1.